From a dataset of Reaction yield outcomes from USPTO patents with 853,638 reactions. Predict the reaction yield, written as a fraction of the theoretical maximum amount of product (1.0 means a 100% yield; for example, 0.34 means a 34% yield). (1) The reactants are [ClH:1].[F:2][C:3]1[CH:4]=[C:5]([CH:34]=[C:35]([F:37])[CH:36]=1)[CH2:6][C@H:7]([NH:26]C(=O)OC(C)(C)C)[C@H:8]([OH:25])[CH2:9][NH:10][C@@H:11]1[C:20]2[C:15](=[CH:16][CH:17]=[C:18]([O:21][CH:22]([CH3:24])[CH3:23])[CH:19]=2)[O:14][CH2:13][CH2:12]1. The catalyst is O1CCOCC1. The product is [ClH:1].[NH2:26][C@@H:7]([CH2:6][C:5]1[CH:4]=[C:3]([F:2])[CH:36]=[C:35]([F:37])[CH:34]=1)[C@H:8]([OH:25])[CH2:9][NH:10][C@@H:11]1[C:20]2[C:15](=[CH:16][CH:17]=[C:18]([O:21][CH:22]([CH3:23])[CH3:24])[CH:19]=2)[O:14][CH2:13][CH2:12]1. The yield is 0.970. (2) The reactants are [CH3:1][N:2]1C2C(=CC=CC=2)C=C1CNC.[CH3:14][N:15]1[C:19]2=[N:20][CH:21]=[CH:22][CH:23]=[C:18]2[C:17]([CH:24]=O)=[CH:16]1.CN1C2C(=CC=CC=2)C(C)=C1C=O. No catalyst specified. The product is [CH3:14][N:15]1[C:19]2=[N:20][CH:21]=[CH:22][CH:23]=[C:18]2[C:17]([CH2:24][NH:2][CH3:1])=[CH:16]1. The yield is 0.450.